This data is from Forward reaction prediction with 1.9M reactions from USPTO patents (1976-2016). The task is: Predict the product of the given reaction. (1) Given the reactants [C:1]([O:5][C:6]([N:8]1[CH2:13][CH2:12][CH:11]([N:14]2[C:18]3=[N:19][CH:20]=[N:21][C:22](Cl)=[C:17]3[CH:16]=[N:15]2)[CH2:10][CH2:9]1)=[O:7])([CH3:4])([CH3:3])[CH3:2].[CH3:24][S:25]([C:28]1[CH:34]=[CH:33][C:31]([NH2:32])=[CH:30][CH:29]=1)(=[O:27])=[O:26], predict the reaction product. The product is: [C:1]([O:5][C:6]([N:8]1[CH2:13][CH2:12][CH:11]([N:14]2[C:18]3=[N:19][CH:20]=[N:21][C:22]([NH:32][C:31]4[CH:30]=[CH:29][C:28]([S:25]([CH3:24])(=[O:27])=[O:26])=[CH:34][CH:33]=4)=[C:17]3[CH:16]=[N:15]2)[CH2:10][CH2:9]1)=[O:7])([CH3:4])([CH3:3])[CH3:2]. (2) Given the reactants [Br:1][C:2]1[N:7]=[C:6]([NH:8][CH2:9][CH:10]2[CH2:15][CH2:14][O:13][CH2:12][CH2:11]2)[C:5]([Cl:16])=[CH:4][C:3]=1[Cl:17].BrC1N=C(NCC2CCOCC2)C(Cl)=CC=1.ClN1C(=O)CCC1=O, predict the reaction product. The product is: [Br:1][C:2]1[N:7]=[C:6]([NH:8][CH2:9][CH:10]2[CH2:11][CH2:12][O:13][CH2:14][CH2:15]2)[C:5]([Cl:16])=[CH:4][C:3]=1[Cl:17]. (3) Given the reactants Br[CH2:2][C:3]1[CH:12]=[C:11]([Cl:13])[CH:10]=[CH:9][C:4]=1[C:5]([O:7][CH3:8])=[O:6].[CH3:14][C:15]1[N:16]=[N:17][NH:18][N:19]=1.C(=O)([O-])[O-].[K+].[K+], predict the reaction product. The product is: [Cl:13][C:11]1[CH:10]=[CH:9][C:4]([C:5]([O:7][CH3:8])=[O:6])=[C:3]([CH2:2][N:17]2[N:18]=[N:19][C:15]([CH3:14])=[N:16]2)[CH:12]=1. (4) Given the reactants [CH2:1]([O:3][C:4]([N:6]1[CH2:13][CH:12]2[CH:8]([CH2:9][C:10]3[CH:16]=[C:15]([CH3:17])[S:14][C:11]=32)[CH2:7]1)=[O:5])[CH3:2].C1(C=CC(O)=CC=1)O.C1C(=O)N([Cl:33])C(=O)C1, predict the reaction product. The product is: [CH2:1]([O:3][C:4]([N:6]1[CH2:13][CH:12]2[CH:8]([CH2:9][C:10]3[C:16]([Cl:33])=[C:15]([CH3:17])[S:14][C:11]=32)[CH2:7]1)=[O:5])[CH3:2]. (5) Given the reactants C([Li])CCC.Br[C:7]1[CH:12]=[CH:11][CH:10]=[C:9]([Br:13])[N:8]=1.[P:14](Cl)([C:21]1[CH:26]=[CH:25][CH:24]=[CH:23][CH:22]=1)[C:15]1[CH:20]=[CH:19][CH:18]=[CH:17][CH:16]=1.O, predict the reaction product. The product is: [Br:13][C:9]1[CH:10]=[CH:11][CH:12]=[C:7]([P:14]([C:21]2[CH:22]=[CH:23][CH:24]=[CH:25][CH:26]=2)[C:15]2[CH:20]=[CH:19][CH:18]=[CH:17][CH:16]=2)[N:8]=1. (6) Given the reactants [F:1][C:2]([F:26])([F:25])[C:3]1[CH:4]=[C:5]([NH:13][C:14]2[C:23]3[C:18](=[CH:19][CH:20]=[CH:21][CH:22]=3)[C:17](Cl)=[N:16][N:15]=2)[CH:6]=[C:7]([C:9]([F:12])([F:11])[F:10])[CH:8]=1.Cl.[CH2:28]1[C:36]2[CH:35]=[CH:34][N:33]=[CH:32][C:31]=2[CH2:30][NH:29]1.C(=O)([O-])[O-].[K+].[K+], predict the reaction product. The product is: [F:1][C:2]([F:26])([F:25])[C:3]1[CH:4]=[C:5]([NH:13][C:14]2[C:23]3[C:18](=[CH:19][CH:20]=[CH:21][CH:22]=3)[C:17]([N:29]3[CH2:28][C:36]4[CH:35]=[CH:34][N:33]=[CH:32][C:31]=4[CH2:30]3)=[N:16][N:15]=2)[CH:6]=[C:7]([C:9]([F:12])([F:11])[F:10])[CH:8]=1. (7) The product is: [P:35]([O:38][CH2:39][C@@H:40]([OH:44])[C@@H:41]([OH:55])[C@H:42]([OH:54])[C@@H:43]([OH:12])[C:4]([C:8](=[O:10])[CH2:7][Br:6])=[O:5])([OH:34])([OH:37])=[O:36]. Given the reactants CN([CH:4]=[O:5])C.[Br:6][CH2:7][C:8]([OH:10])=O.C(=O)([O-])[O-:12].C1N=C(N)C2N=CN([C@@H]3O[C@H](COP([O:34][P:35]([O:38][CH2:39][C@H:40]4[O:44][C@@H:43](N5C=C(C(N)=O)CC=C5)[C@H:42]([OH:54])[C@@H:41]4[OH:55])([OH:37])=[O:36])(O)=O)[C@@H](O)[C@H]3O)C=2N=1, predict the reaction product. (8) Given the reactants [N+:1]([C:4]1[CH:5]=[C:6]([CH:8]=[CH:9][CH:10]=1)[NH2:7])([O-:3])=[O:2].[CH:11]1([C:14](Cl)=[O:15])[CH2:13][CH2:12]1.C(=O)([O-])[O-].[K+].[K+], predict the reaction product. The product is: [N+:1]([C:4]1[CH:5]=[C:6]([NH:7][C:14]([CH:11]2[CH2:13][CH2:12]2)=[O:15])[CH:8]=[CH:9][CH:10]=1)([O-:3])=[O:2]. (9) Given the reactants C[O:2][C:3]([C:5]1([C:8]2[CH:13]=[CH:12][C:11]([C:14]3[CH:19]=[CH:18][C:17]([N:20]4[C:24]([NH:25][C:26]([O:28][C@@H:29]([CH2:31][CH3:32])[CH3:30])=[O:27])=[C:23]([CH3:33])[N:22]=[N:21]4)=[CH:16][CH:15]=3)=[CH:10][CH:9]=2)[CH2:7][CH2:6]1)=[O:4].C1COCC1.[Li+].[OH-].Cl, predict the reaction product. The product is: [C@H:29]([O:28][C:26]([NH:25][C:24]1[N:20]([C:17]2[CH:18]=[CH:19][C:14]([C:11]3[CH:12]=[CH:13][C:8]([C:5]4([C:3]([OH:4])=[O:2])[CH2:6][CH2:7]4)=[CH:9][CH:10]=3)=[CH:15][CH:16]=2)[N:21]=[N:22][C:23]=1[CH3:33])=[O:27])([CH2:31][CH3:32])[CH3:30]. (10) Given the reactants [Br:1][C:2]1[CH:51]=[CH:50][C:5]([CH2:6][N:7]2[CH:12]=[CH:11][CH:10]=[C:9]([C:13]([NH:15][C@@H:16]([CH2:24][CH2:25][CH2:26][NH:27][C:28]([NH:30]S(C3C(C)=C4C(=C(C)C=3C)OC(C)(C)CC4)(=O)=O)=[NH:29])[C:17]([O:19]C(C)(C)C)=[O:18])=[O:14])[C:8]2=[O:49])=[CH:4][CH:3]=1.[C:52]([OH:58])([C:54]([F:57])([F:56])[F:55])=[O:53].C([SiH](CC)CC)C, predict the reaction product. The product is: [Br:1][C:2]1[CH:3]=[CH:4][C:5]([CH2:6][N:7]2[CH:12]=[CH:11][CH:10]=[C:9]([C:13]([NH:15][C@@H:16]([CH2:24][CH2:25][CH2:26][NH:27][C:28]([NH2:30])=[NH:29])[C:17]([OH:19])=[O:18])=[O:14])[C:8]2=[O:49])=[CH:50][CH:51]=1.[C:52]([OH:58])([C:54]([F:57])([F:56])[F:55])=[O:53].